This data is from Forward reaction prediction with 1.9M reactions from USPTO patents (1976-2016). The task is: Predict the product of the given reaction. (1) The product is: [CH3:1][O:2][C:3](=[O:32])/[CH:4]=[CH:5]/[C:6]1[CH:7]=[CH:8][C:9]([CH2:12][N:13]2[CH2:17][C@@H:16]([NH2:18])[CH2:15][C@@H:14]2[CH2:21][C:22]2[C:30]3[C:25](=[CH:26][CH:27]=[CH:28][CH:29]=3)[NH:24][C:23]=2[CH3:31])=[CH:10][CH:11]=1. Given the reactants [CH3:1][O:2][C:3](=[O:32])/[CH:4]=[CH:5]/[C:6]1[CH:11]=[CH:10][C:9]([CH2:12][N:13]2[CH2:17][C@@H:16]([N:18]=[N+]=[N-])[CH2:15][C@@H:14]2[CH2:21][C:22]2[C:30]3[C:25](=[CH:26][CH:27]=[CH:28][CH:29]=3)[NH:24][C:23]=2[CH3:31])=[CH:8][CH:7]=1.C1(P(C2C=CC=CC=2)C2C=CC=CC=2)C=CC=CC=1.[OH-].[NH4+].O.Cl, predict the reaction product. (2) Given the reactants [C:1]([CH2:7][C:8]#[N:9])(=O)[C:2]([CH3:5])([CH3:4])[CH3:3].Cl.[C:11]([C:15]1[CH:20]=[CH:19][C:18]([NH:21][NH2:22])=[CH:17][CH:16]=1)([CH3:14])([CH3:13])[CH3:12].C(OCC)(=O)C, predict the reaction product. The product is: [C:2]([C:1]1[CH:7]=[C:8]([NH2:9])[N:21]([C:18]2[CH:19]=[CH:20][C:15]([C:11]([CH3:14])([CH3:13])[CH3:12])=[CH:16][CH:17]=2)[N:22]=1)([CH3:5])([CH3:4])[CH3:3]. (3) Given the reactants [CH3:1][S:2](Cl)(=[O:4])=[O:3].[N+:6]([C:9]1[CH:10]=[C:11]([CH:15]([OH:17])[CH3:16])[CH:12]=[CH:13][CH:14]=1)([O-:8])=[O:7].C(N(CC)CC)C, predict the reaction product. The product is: [S:2]([O:17][CH:15]([C:11]1[CH:12]=[CH:13][CH:14]=[C:9]([N+:6]([O-:8])=[O:7])[CH:10]=1)[CH3:16])(=[O:4])(=[O:3])[CH3:1]. (4) Given the reactants [C:1]([N:8]1[CH2:12][CH2:11][C@H:10]([S:13][C:14]([C:27]2[CH:32]=[CH:31][CH:30]=[CH:29][CH:28]=2)([C:21]2[CH:26]=[CH:25][CH:24]=[CH:23][CH:22]=2)[C:15]2[CH:20]=[CH:19][CH:18]=[CH:17][CH:16]=2)[C@@H:9]1C=O)([O:3][C:4]([CH3:7])([CH3:6])[CH3:5])=[O:2].[C:35]1([CH:41]([C:44]2[CH:49]=[CH:48][CH:47]=[CH:46][CH:45]=2)[CH2:42][NH2:43])[CH:40]=[CH:39][CH:38]=[CH:37][CH:36]=1.[C:50](O[BH-](OC(=O)C)OC(=O)C)(=O)C.[Na+], predict the reaction product. The product is: [C:1]([N:8]1[CH2:12][CH2:11][C@H:10]([S:13][C:14]([C:21]2[CH:22]=[CH:23][CH:24]=[CH:25][CH:26]=2)([C:15]2[CH:16]=[CH:17][CH:18]=[CH:19][CH:20]=2)[C:27]2[CH:32]=[CH:31][CH:30]=[CH:29][CH:28]=2)[C@@H:9]1[N:43]([CH3:50])[CH2:42][CH:41]([C:35]1[CH:36]=[CH:37][CH:38]=[CH:39][CH:40]=1)[C:44]1[CH:45]=[CH:46][CH:47]=[CH:48][CH:49]=1)([O:3][C:4]([CH3:5])([CH3:7])[CH3:6])=[O:2]. (5) Given the reactants I[C:2]1[CH:7]=[C:6]([O:8][CH3:9])[N:5]=[CH:4][C:3]=1[NH:10][C:11](=[O:13])[CH3:12].[O:14]1[CH2:19][CH2:18][CH2:17][CH2:16][CH:15]1[O:20][CH2:21][CH2:22][O:23][CH:24]1[CH2:27][N:26]([C:28]2[CH:33]=[CH:32][C:31]([NH2:34])=[CH:30][CH:29]=2)[CH2:25]1.C1(P(C2CCCCC2)C2C=CC=CC=2C2C(C(C)C)=CC(C(C)C)=CC=2C(C)C)CCCCC1.P([O-])([O-])([O-])=O.[K+].[K+].[K+], predict the reaction product. The product is: [CH3:9][O:8][C:6]1[N:5]=[CH:4][C:3]([NH:10][C:11](=[O:13])[CH3:12])=[C:2]([NH:34][C:31]2[CH:32]=[CH:33][C:28]([N:26]3[CH2:27][CH:24]([O:23][CH2:22][CH2:21][O:20][CH:15]4[CH2:16][CH2:17][CH2:18][CH2:19][O:14]4)[CH2:25]3)=[CH:29][CH:30]=2)[CH:7]=1. (6) The product is: [C:15]1([C:21](=[N:28][C:29]2[CH:40]=[C:33]([C:34]([C:2]3[C:6]4[CH:7]=[N:8][CH:9]=[C:10]([F:11])[C:5]=4[N:4]([CH:12]([CH3:14])[CH3:13])[CH:3]=3)=[O:35])[CH:32]=[N:31][CH:30]=2)[C:22]2[CH:27]=[CH:26][CH:25]=[CH:24][CH:23]=2)[CH:20]=[CH:19][CH:18]=[CH:17][CH:16]=1. Given the reactants Br[C:2]1[C:6]2[CH:7]=[N:8][CH:9]=[C:10]([F:11])[C:5]=2[N:4]([CH:12]([CH3:14])[CH3:13])[CH:3]=1.[C:15]1([C:21](=[N:28][C:29]2[CH:30]=[N:31][CH:32]=[C:33]([CH:40]=2)[C:34](N(OC)C)=[O:35])[C:22]2[CH:27]=[CH:26][CH:25]=[CH:24][CH:23]=2)[CH:20]=[CH:19][CH:18]=[CH:17][CH:16]=1, predict the reaction product. (7) Given the reactants [CH:1]1([CH2:7][CH2:8][C@H:9]([NH:29][C:30](=[O:39])[C:31]2[CH:36]=[CH:35][CH:34]=[C:33]([O:37][CH3:38])[CH:32]=2)[C:10]([NH:12][C@H:13]([CH2:18][N:19]2[C:27]3[C:22](=[CH:23][C:24]([F:28])=[CH:25][CH:26]=3)[CH2:21][CH2:20]2)[CH2:14][C:15](O)=[O:16])=[O:11])[CH2:6][CH2:5][CH2:4][CH2:3][CH2:2]1.C(N(CC)CC)C.ClC(OCC(C)C)=O.[BH4-].[Na+], predict the reaction product. The product is: [CH:1]1([CH2:7][CH2:8][C@H:9]([NH:29][C:30](=[O:39])[C:31]2[CH:36]=[CH:35][CH:34]=[C:33]([O:37][CH3:38])[CH:32]=2)[C:10](=[O:11])[NH:12][C@H:13]([CH2:18][N:19]2[C:27]3[C:22](=[CH:23][C:24]([F:28])=[CH:25][CH:26]=3)[CH2:21][CH2:20]2)[CH2:14][CH2:15][OH:16])[CH2:6][CH2:5][CH2:4][CH2:3][CH2:2]1. (8) Given the reactants [CH:1]1([N:7]=[C:8]=[O:9])[CH2:6][CH2:5][CH2:4][CH2:3][CH2:2]1.CCN(CC)CC.CO[C:19]1[CH:20]=[C:21]([C:25]2[O:29][C:28]([CH3:30])=[C:27]([C:31]([NH2:33])=[O:32])[CH:26]=2)[CH:22]=[CH:23][CH:24]=1.C1C[O:37]CC1, predict the reaction product. The product is: [C:31]([C:27]1[CH:26]=[C:25]([C:21]2[CH:22]=[C:23]([O:9][C:8](=[O:37])[NH:7][CH:1]3[CH2:6][CH2:5][CH2:4][CH2:3][CH2:2]3)[CH:24]=[CH:19][CH:20]=2)[O:29][C:28]=1[CH3:30])(=[O:32])[NH2:33]. (9) Given the reactants Br[C:2]1[CH:7]=[CH:6][CH:5]=[CH:4][C:3]=1[Cl:8].C([Mg]Br)(C)C.[O:14]=[C:15]1[CH2:20][CH2:19][N:18]([C:21]([O:23][C:24]([CH3:27])([CH3:26])[CH3:25])=[O:22])[CH2:17][CH2:16]1.[Cl-].[NH4+], predict the reaction product. The product is: [Cl:8][C:3]1[CH:4]=[CH:5][CH:6]=[CH:7][C:2]=1[C:15]1([OH:14])[CH2:16][CH2:17][N:18]([C:21]([O:23][C:24]([CH3:26])([CH3:25])[CH3:27])=[O:22])[CH2:19][CH2:20]1. (10) Given the reactants Br[C:2]1[C:3]([CH3:21])=[N:4][N:5]([CH2:14][C@H:15]2[O:19][C:18](=[O:20])[CH2:17][CH2:16]2)[C:6]=1[C:7]1[CH:12]=[CH:11][C:10]([F:13])=[CH:9][CH:8]=1.CC1(C)C(C)(C)OB([C:30]2[CH:31]=[CH:32][C:33]3[O:38][CH2:37][C:36](=[O:39])[NH:35][C:34]=3[CH:40]=2)O1.C(=O)([O-])[O-].[Cs+].[Cs+].O, predict the reaction product. The product is: [F:13][C:10]1[CH:11]=[CH:12][C:7]([C:6]2[N:5]([CH2:14][C@@H:15]3[CH2:16][CH2:17][C:18](=[O:20])[O:19]3)[N:4]=[C:3]([CH3:21])[C:2]=2[C:30]2[CH:31]=[CH:32][C:33]3[O:38][CH2:37][C:36](=[O:39])[NH:35][C:34]=3[CH:40]=2)=[CH:8][CH:9]=1.